Dataset: Reaction yield outcomes from USPTO patents with 853,638 reactions. Task: Predict the reaction yield, written as a fraction of the theoretical maximum amount of product (1.0 means a 100% yield; for example, 0.34 means a 34% yield). (1) The reactants are [I-:1].[CH3:2][N:3]1[CH:7]=[CH:6][CH:5]=[C:4]1[CH2:8][N+](C)(C)C.[C:13]1([P:19]([C:26]2[CH:31]=[CH:30][CH:29]=[CH:28][CH:27]=2)[C:20]2[CH:25]=[CH:24][CH:23]=[CH:22][CH:21]=2)[CH:18]=[CH:17][CH:16]=[CH:15][CH:14]=1. The catalyst is C(#N)C. The product is [I-:1].[CH3:2][N:3]1[CH:7]=[CH:6][CH:5]=[C:4]1[CH2:8][P+:19]([C:20]1[CH:21]=[CH:22][CH:23]=[CH:24][CH:25]=1)([C:26]1[CH:31]=[CH:30][CH:29]=[CH:28][CH:27]=1)[C:13]1[CH:14]=[CH:15][CH:16]=[CH:17][CH:18]=1. The yield is 0.810. (2) The reactants are [F:1][C:2]1[CH:3]=[C:4]2[C:9](=[CH:10][CH:11]=1)[N:8]=[C:7]([O:12][CH3:13])[C:6]([NH:14][C:15](=[O:19])OCC)=[N:5]2.[N:20]1[CH:25]=[CH:24][CH:23]=[N:22][C:21]=1[N:26]1[CH2:31][CH2:30][NH:29][CH2:28][CH2:27]1. No catalyst specified. The product is [F:1][C:2]1[CH:3]=[C:4]2[C:9](=[CH:10][CH:11]=1)[N:8]=[C:7]([O:12][CH3:13])[C:6]([NH:14][C:15]([N:29]1[CH2:30][CH2:31][N:26]([C:21]3[N:20]=[CH:25][CH:24]=[CH:23][N:22]=3)[CH2:27][CH2:28]1)=[O:19])=[N:5]2. The yield is 0.710.